This data is from Full USPTO retrosynthesis dataset with 1.9M reactions from patents (1976-2016). The task is: Predict the reactants needed to synthesize the given product. (1) The reactants are: [NH2:1][C:2]1[CH:11]=[CH:10][C:5]([C:6]([O:8][CH3:9])=[O:7])=[CH:4][C:3]=1[I:12].C(N(CC)CC)C.[F:20][C:21]([F:32])([F:31])[C:22](O[C:22](=[O:23])[C:21]([F:32])([F:31])[F:20])=[O:23]. Given the product [I:12][C:3]1[CH:4]=[C:5]([CH:10]=[CH:11][C:2]=1[NH:1][C:22](=[O:23])[C:21]([F:32])([F:31])[F:20])[C:6]([O:8][CH3:9])=[O:7], predict the reactants needed to synthesize it. (2) Given the product [CH2:1]([C:8]1[CH:16]=[CH:15][C:11]([C:12]([Cl:20])=[O:13])=[CH:10][CH:9]=1)[C:2]1[CH:7]=[CH:6][CH:5]=[CH:4][CH:3]=1, predict the reactants needed to synthesize it. The reactants are: [CH2:1]([C:8]1[CH:16]=[CH:15][C:11]([C:12](O)=[O:13])=[CH:10][CH:9]=1)[C:2]1[CH:7]=[CH:6][CH:5]=[CH:4][CH:3]=1.C(Cl)(=O)C([Cl:20])=O.CN(C)C=O. (3) Given the product [CH3:3][C:4]1[O:8][N:7]=[C:6]([CH2:9][O:10][C:12]2[CH:19]=[CH:18][CH:17]=[CH:16][C:13]=2[C:14]#[N:15])[CH:5]=1, predict the reactants needed to synthesize it. The reactants are: [H-].[Na+].[CH3:3][C:4]1[O:8][N:7]=[C:6]([CH2:9][OH:10])[CH:5]=1.F[C:12]1[CH:19]=[CH:18][CH:17]=[C:16](F)[C:13]=1[C:14]#[N:15].O. (4) Given the product [C:29]1([S:26]([C:21]([CH:19]2[CH2:20][C:9]3[NH:8][C:16]4[CH:15]=[CH:14][C:13]([Cl:17])=[CH:12][C:11]=4[C:10]=3[CH2:18]2)([CH3:25])[CH2:22][O:23][CH3:24])(=[O:27])=[O:28])[CH:34]=[CH:33][CH:32]=[CH:31][CH:30]=1, predict the reactants needed to synthesize it. The reactants are: C(OC([N:8]1[C:16]2[CH:15]=[CH:14][C:13]([Cl:17])=[CH:12][C:11]=2[C:10]2[CH2:18][CH:19]([C:21]([S:26]([C:29]3[CH:34]=[CH:33][CH:32]=[CH:31][CH:30]=3)(=[O:28])=[O:27])([CH3:25])[CH2:22][O:23][CH3:24])[CH2:20][C:9]1=2)=O)(C)(C)C.C(O)(C(F)(F)F)=O. (5) Given the product [C:3]([C:5]1[C:6]([CH2:28][C:29]2[CH:30]=[CH:31][C:32]([S:35]([CH3:36])=[O:1])=[CH:33][CH:34]=2)=[C:7]2[C:11](=[CH:12][CH:13]=1)[C@H:10]([O:14][C:15]1[CH:27]=[CH:26][C:18]3[C@H:19]([CH2:22][C:23]([OH:25])=[O:24])[CH2:20][O:21][C:17]=3[CH:16]=1)[CH2:9][CH2:8]2)#[N:4], predict the reactants needed to synthesize it. The reactants are: [OH:1]O.[C:3]([C:5]1[C:6]([CH2:28][C:29]2[CH:34]=[CH:33][C:32]([S:35][CH3:36])=[CH:31][CH:30]=2)=[C:7]2[C:11](=[CH:12][CH:13]=1)[C@H:10]([O:14][C:15]1[CH:27]=[CH:26][C:18]3[C@H:19]([CH2:22][C:23]([OH:25])=[O:24])[CH2:20][O:21][C:17]=3[CH:16]=1)[CH2:9][CH2:8]2)#[N:4]. (6) Given the product [CH3:11][S:10]([C:6]1[CH:7]=[CH:8][CH:9]=[C:4]([N+:1]([O-:3])=[O:2])[CH:5]=1)=[O:13], predict the reactants needed to synthesize it. The reactants are: [N+:1]([C:4]1[CH:5]=[C:6]([S:10][CH3:11])[CH:7]=[CH:8][CH:9]=1)([O-:3])=[O:2].S(Cl)(Cl)(=O)=[O:13].CCO. (7) Given the product [NH2:1][C:2]1[C:11]([CH3:12])=[CH:10][C:9]([Br:13])=[CH:8][C:3]=1[C:4]([NH:6][CH3:7])=[O:5], predict the reactants needed to synthesize it. The reactants are: [NH2:1][C:2]1[C:11]([CH3:12])=[CH:10][CH:9]=[CH:8][C:3]=1[C:4]([NH:6][CH3:7])=[O:5].[BrH:13].OO.S(=O)(O)[O-].[Na+].[OH-].[Na+]. (8) Given the product [C:1]([C:5]1[CH:10]=[CH:9][C:8]([C:11]2[N:15]([CH3:16])[N:14]=[C:13]([C:17](=[N:22][NH:21][C:23]([C:25]3[S:29][C:28]([C:30]([O:32][CH3:33])=[O:31])=[CH:27][CH:26]=3)=[O:24])[CH3:18])[C:12]=2[OH:20])=[CH:7][CH:6]=1)([CH3:4])([CH3:3])[CH3:2], predict the reactants needed to synthesize it. The reactants are: [C:1]([C:5]1[CH:10]=[CH:9][C:8]([C:11]2[N:15]([CH3:16])[N:14]=[C:13]([C:17](=O)[CH3:18])[C:12]=2[OH:20])=[CH:7][CH:6]=1)([CH3:4])([CH3:3])[CH3:2].[NH:21]([C:23]([C:25]1[S:29][C:28]([C:30]([O:32][CH3:33])=[O:31])=[CH:27][CH:26]=1)=[O:24])[NH2:22]. (9) Given the product [C:1]([N:4]1[CH2:9][CH2:8][CH:7]([CH2:10][C:11]([NH:13][C:14]2[CH:19]=[CH:18][C:17]([C:27]3[CH:26]=[CH:25][CH:24]=[C:23]([C:22]([F:33])([F:32])[F:21])[CH:28]=3)=[CH:16][N:15]=2)=[O:12])[CH2:6][CH2:5]1)(=[O:3])[CH3:2], predict the reactants needed to synthesize it. The reactants are: [C:1]([N:4]1[CH2:9][CH2:8][CH:7]([CH2:10][C:11]([NH:13][C:14]2[CH:19]=[CH:18][C:17](Br)=[CH:16][N:15]=2)=[O:12])[CH2:6][CH2:5]1)(=[O:3])[CH3:2].[F:21][C:22]([F:33])([F:32])[C:23]1[CH:24]=[C:25](B(O)O)[CH:26]=[CH:27][CH:28]=1. (10) The reactants are: [Cl:1][C:2]1[C:7]([Cl:8])=[C:6]([C:9]2[CH:14]=[CH:13][C:12]([Cl:15])=[CH:11][CH:10]=2)[N:5]=[C:4]([C:16]([O:18]C(C)C)=[O:17])[CH:3]=1.C(O)(C)C.[OH-].[K+]. Given the product [Cl:1][C:2]1[C:7]([Cl:8])=[C:6]([C:9]2[CH:10]=[CH:11][C:12]([Cl:15])=[CH:13][CH:14]=2)[N:5]=[C:4]([C:16]([OH:18])=[O:17])[CH:3]=1, predict the reactants needed to synthesize it.